From a dataset of Full USPTO retrosynthesis dataset with 1.9M reactions from patents (1976-2016). Predict the reactants needed to synthesize the given product. (1) Given the product [CH:6]1[C:7]2[C:12](=[CH:11][CH:10]=[CH:9][CH:8]=2)[CH:13]=[CH:14][C:5]=1[CH:25]([C:16]1[CH:17]=[CH:18][C:19]2[C:24](=[CH:23][CH:22]=[CH:21][CH:20]=2)[CH:15]=1)[OH:26], predict the reactants needed to synthesize it. The reactants are: [Mg].II.Br[C:5]1[CH:14]=[CH:13][C:12]2[C:7](=[CH:8][CH:9]=[CH:10][CH:11]=2)[CH:6]=1.[CH:15]1[C:24]2[C:19](=[CH:20][CH:21]=[CH:22][CH:23]=2)[CH:18]=[CH:17][C:16]=1[CH:25]=[O:26].Cl. (2) The reactants are: [NH2:1][C:2]1[CH:3]=[C:4]([C:26]([F:29])([F:28])[F:27])[C:5]2[N:6]([C:8]([Cl:25])=[C:9]([C:11]([N:13]3[CH2:17][CH2:16][CH:15]([C:18]4[CH:23]=[CH:22][C:21]([F:24])=[CH:20][CH:19]=4)[CH2:14]3)=[O:12])[N:10]=2)[CH:7]=1.N1C=CC=CC=1.[C:36](Cl)(=[O:38])[CH3:37]. Given the product [Cl:25][C:8]1[N:6]2[CH:7]=[C:2]([NH:1][C:36](=[O:38])[CH3:37])[CH:3]=[C:4]([C:26]([F:29])([F:28])[F:27])[C:5]2=[N:10][C:9]=1[C:11]([N:13]1[CH2:17][CH2:16][CH:15]([C:18]2[CH:19]=[CH:20][C:21]([F:24])=[CH:22][CH:23]=2)[CH2:14]1)=[O:12], predict the reactants needed to synthesize it. (3) Given the product [C:12]([O:16][C:17]([NH:19][CH:20]1[CH2:25][CH2:24][CH2:23][N:22]([C:9]([O:8][CH2:1][C:2]2[CH:7]=[CH:6][CH:5]=[CH:4][CH:3]=2)=[O:10])[CH:21]1[CH2:26][C:27]([O:29][CH2:30][CH3:31])=[O:28])=[O:18])([CH3:15])([CH3:14])[CH3:13], predict the reactants needed to synthesize it. The reactants are: [CH2:1]([O:8][C:9](Cl)=[O:10])[C:2]1[CH:7]=[CH:6][CH:5]=[CH:4][CH:3]=1.[C:12]([O:16][C:17]([NH:19][CH:20]1[CH2:25][CH2:24][CH2:23][NH:22][CH:21]1[CH2:26][C:27]([O:29][CH2:30][CH3:31])=[O:28])=[O:18])([CH3:15])([CH3:14])[CH3:13].O1CCCC1.C(N(CC)CC)C. (4) Given the product [CH2:1]([O:8][N:9]1[C:18]2[C:13](=[CH:14][C:15]([C:48]#[C:47][CH2:46][CH2:45][C:49]3[CH:54]=[CH:53][CH:52]=[CH:51][CH:50]=3)=[CH:16][N:17]=2)[C:12]([NH:20][CH2:21][C:22]2[CH:27]=[CH:26][C:25]([O:28][CH3:29])=[CH:24][C:23]=2[O:30][CH3:31])=[C:11]([C:32]([NH:34][CH2:35][C:36]2[CH:41]=[CH:40][C:39]([F:42])=[CH:38][C:37]=2[F:43])=[O:33])[C:10]1=[O:44])[C:2]1[CH:7]=[CH:6][CH:5]=[CH:4][CH:3]=1, predict the reactants needed to synthesize it. The reactants are: [CH2:1]([O:8][N:9]1[C:18]2[C:13](=[CH:14][C:15](Br)=[CH:16][N:17]=2)[C:12]([NH:20][CH2:21][C:22]2[CH:27]=[CH:26][C:25]([O:28][CH3:29])=[CH:24][C:23]=2[O:30][CH3:31])=[C:11]([C:32]([NH:34][CH2:35][C:36]2[CH:41]=[CH:40][C:39]([F:42])=[CH:38][C:37]=2[F:43])=[O:33])[C:10]1=[O:44])[C:2]1[CH:7]=[CH:6][CH:5]=[CH:4][CH:3]=1.[CH2:45]([C:49]1[CH:54]=[CH:53][CH:52]=[CH:51][CH:50]=1)[CH2:46][C:47]#[CH:48].